This data is from Forward reaction prediction with 1.9M reactions from USPTO patents (1976-2016). The task is: Predict the product of the given reaction. (1) Given the reactants [OH:1][C@H:2]([CH2:6][C:7]1[CH:12]=[CH:11][CH:10]=[CH:9][CH:8]=1)[C:3]([OH:5])=[O:4].S(=O)(=O)(O)O.[CH3:18]O, predict the reaction product. The product is: [CH3:18][O:4][C:3](=[O:5])[C@H:2]([OH:1])[CH2:6][C:7]1[CH:12]=[CH:11][CH:10]=[CH:9][CH:8]=1. (2) Given the reactants F[C:2]1[CH:3]=[C:4]([CH:7]=[C:8]([O:13][CH3:14])[C:9]=1[N+:10]([O-:12])=[O:11])[C:5]#[N:6].BrC1C=CC([N+]([O-])=O)=C(OC)C=1[F:27], predict the reaction product. The product is: [F:27][C:7]1[C:8]([O:13][CH3:14])=[C:9]([N+:10]([O-:12])=[O:11])[CH:2]=[CH:3][C:4]=1[C:5]#[N:6]. (3) The product is: [CH:13]([N:16]1[C:20]2[N:21]=[C:22]([C:31]3[CH:32]=[CH:33][C:34]([NH:37][C:2]([NH:43][C:41]4[CH:40]=[N:39][O:38][CH:42]=4)=[O:4])=[CH:35][CH:36]=3)[N:23]=[C:24]([N:25]3[CH2:30][CH2:29][O:28][CH2:27][CH2:26]3)[C:19]=2[N:18]=[N:17]1)([CH3:15])[CH3:14]. Given the reactants Cl[C:2](Cl)([O:4]C(=O)OC(Cl)(Cl)Cl)Cl.[CH:13]([N:16]1[C:20]2[N:21]=[C:22]([C:31]3[CH:36]=[CH:35][C:34]([NH2:37])=[CH:33][CH:32]=3)[N:23]=[C:24]([N:25]3[CH2:30][CH2:29][O:28][CH2:27][CH2:26]3)[C:19]=2[N:18]=[N:17]1)([CH3:15])[CH3:14].[O:38]1[CH:42]=[C:41]([NH2:43])[CH:40]=[N:39]1.CCN(CC)CC, predict the reaction product. (4) Given the reactants CS(O[CH2:6][CH2:7][CH2:8][S:9]([CH2:12][C:13]1[CH:18]=[CH:17][C:16]([CH3:19])=[CH:15][CH:14]=1)(=[O:11])=[O:10])(=O)=O.[NH:20]1[CH2:24][CH2:23][CH2:22][CH2:21]1, predict the reaction product. The product is: [CH3:19][C:16]1[CH:17]=[CH:18][C:13]([CH2:12][S:9]([CH2:8][CH2:7][CH2:6][N:20]2[CH2:24][CH2:23][CH2:22][CH2:21]2)(=[O:11])=[O:10])=[CH:14][CH:15]=1.